From a dataset of Forward reaction prediction with 1.9M reactions from USPTO patents (1976-2016). Predict the product of the given reaction. (1) Given the reactants [C:1]([C:3]([C:6]1[CH:7]=[C:8]([CH:33]=[CH:34][CH:35]=1)[C:9]([NH:11][C:12]1[CH:13]=[CH:14][C:15]([CH3:32])=[C:16]([NH:18][C:19]([C:21]2[S:31][C:24]3=[N:25][C:26]([NH:29][CH3:30])=[CH:27][N:28]=[C:23]3[CH:22]=2)=[O:20])[CH:17]=1)=[O:10])([CH3:5])[CH3:4])#[N:2].Cl[C:37]1N=C2SC(C(NC3C=C(NC(=O)C4C=CC=C(C(C#N)(C)C)C=4)C=CC=3C)=O)=CC2=NC=1.CNC.C1COCC1, predict the reaction product. The product is: [C:1]([C:3]([C:6]1[CH:7]=[C:8]([CH:33]=[CH:34][CH:35]=1)[C:9]([NH:11][C:12]1[CH:13]=[CH:14][C:15]([CH3:32])=[C:16]([NH:18][C:19]([C:21]2[S:31][C:24]3=[N:25][C:26]([N:29]([CH3:37])[CH3:30])=[CH:27][N:28]=[C:23]3[CH:22]=2)=[O:20])[CH:17]=1)=[O:10])([CH3:5])[CH3:4])#[N:2]. (2) Given the reactants N1([CH:7]([CH3:28])[CH2:8][N:9]2[C:13]3[CH:14]=[CH:15][C:16](B4OC(C)(C)C(C)(C)O4)=[CH:17][C:12]=3[NH:11][C:10]2=[O:27])CCOCC1.Br[CH:30]=[C:31]1[C:37]2[CH:38]=[CH:39][CH:40]=[CH:41][C:36]=2[CH2:35][O:34][C:33]2[CH:42]=[C:43]([F:46])[CH:44]=[CH:45][C:32]1=2.[C:47]([O-:50])([O-])=O.[Na+].[Na+], predict the reaction product. The product is: [F:46][C:43]1[CH:44]=[CH:45][C:32]2[C:31](=[CH:30][C:16]3[CH:15]=[CH:14][C:13]4[N:9]([CH2:8][CH2:7][CH2:28][N:9]5[CH2:10][CH2:47][O:50][CH2:7][CH2:8]5)[C:10](=[O:27])[NH:11][C:12]=4[CH:17]=3)[C:37]3[CH:38]=[CH:39][CH:40]=[CH:41][C:36]=3[CH2:35][O:34][C:33]=2[CH:42]=1. (3) The product is: [Cl:18][C:19]1[N:20]=[C:21]([C:26]([NH:1][C@H:2]2[CH2:7][CH2:6][N:5]([C:8]([O:10][C:11]([CH3:12])([CH3:13])[CH3:14])=[O:9])[CH2:4][C@H:3]2[N:15]([CH3:17])[CH3:16])=[O:27])[NH:22][C:23]=1[CH2:24][CH3:25]. Given the reactants [NH2:1][C@H:2]1[CH2:7][CH2:6][N:5]([C:8]([O:10][C:11]([CH3:14])([CH3:13])[CH3:12])=[O:9])[CH2:4][C@H:3]1[N:15]([CH3:17])[CH3:16].[Cl:18][C:19]1[N:20]=[C:21]([C:26](O)=[O:27])[NH:22][C:23]=1[CH2:24][CH3:25].O.ON1C2C=CC=CC=2N=N1.CCN=C=NCCCN(C)C.Cl.C(N(CC)CC)C, predict the reaction product.